Dataset: Forward reaction prediction with 1.9M reactions from USPTO patents (1976-2016). Task: Predict the product of the given reaction. Given the reactants [F:1][C:2]([F:15])([F:14])[C:3]([N:5]([C:7]1[CH:12]=[CH:11][C:10](I)=[CH:9][CH:8]=1)[CH3:6])=[O:4].[CH2:16]([OH:21])[CH2:17][CH2:18][C:19]#[CH:20], predict the reaction product. The product is: [F:1][C:2]([F:15])([F:14])[C:3]([N:5]([C:7]1[CH:12]=[CH:11][C:10]([C:20]#[C:19][CH2:18][CH2:17][CH2:16][OH:21])=[CH:9][CH:8]=1)[CH3:6])=[O:4].